Task: Predict which catalyst facilitates the given reaction.. Dataset: Catalyst prediction with 721,799 reactions and 888 catalyst types from USPTO (1) Reactant: C[O:2][C:3](=O)[CH2:4][N:5]([S:22]([C:25]1[CH:34]=[CH:33][C:32]2[C:27](=[CH:28][CH:29]=[C:30]([Cl:35])[CH:31]=2)[CH:26]=1)(=[O:24])=[O:23])[C@H:6]1[CH2:11][CH2:10][CH2:9][N:8]([CH:12]2[CH2:17][CH2:16][N:15]([CH:18]([CH3:20])[CH3:19])[CH2:14][CH2:13]2)[C:7]1=[O:21].[NH3:37]. Product: [Cl:35][C:30]1[CH:31]=[C:32]2[C:27](=[CH:28][CH:29]=1)[CH:26]=[C:25]([S:22]([N:5]([C@H:6]1[CH2:11][CH2:10][CH2:9][N:8]([CH:12]3[CH2:13][CH2:14][N:15]([CH:18]([CH3:20])[CH3:19])[CH2:16][CH2:17]3)[C:7]1=[O:21])[CH2:4][C:3]([NH2:37])=[O:2])(=[O:23])=[O:24])[CH:34]=[CH:33]2. The catalyst class is: 5. (2) Reactant: [NH2:1][C:2]1[N:7]=[C:6](S(C)=O)[C:5]([C:11]#[N:12])=[C:4]([C:13]2[O:14][C:15]([CH3:18])=[CH:16][CH:17]=2)[N:3]=1.[CH3:19][C:20]1[C:21]([CH2:27][OH:28])=[N:22][CH:23]=[C:24]([CH3:26])[CH:25]=1.C1CCN2C(=NCCC2)CC1. Product: [NH2:1][C:2]1[N:7]=[C:6]([O:28][CH2:27][C:21]2[C:20]([CH3:19])=[CH:25][C:24]([CH3:26])=[CH:23][N:22]=2)[C:5]([C:11]#[N:12])=[C:4]([C:13]2[O:14][C:15]([CH3:18])=[CH:16][CH:17]=2)[N:3]=1. The catalyst class is: 57. (3) Reactant: [CH3:1][C:2]1[CH:7]=[CH:6][CH:5]=[C:4]([CH3:8])[C:3]=1[C:9]1[NH:10][C:11]2[CH:17]=[C:16]([CH2:18][OH:19])[CH:15]=[CH:14][C:12]=2[N:13]=1. Product: [CH3:1][C:2]1[CH:7]=[CH:6][CH:5]=[C:4]([CH3:8])[C:3]=1[C:9]1[NH:10][C:11]2[CH:17]=[C:16]([CH:18]=[O:19])[CH:15]=[CH:14][C:12]=2[N:13]=1. The catalyst class is: 725.